Dataset: Peptide-MHC class I binding affinity with 185,985 pairs from IEDB/IMGT. Task: Regression. Given a peptide amino acid sequence and an MHC pseudo amino acid sequence, predict their binding affinity value. This is MHC class I binding data. (1) The peptide sequence is AVSEIQNNK. The MHC is HLA-A31:01 with pseudo-sequence HLA-A31:01. The binding affinity (normalized) is 0.329. (2) The peptide sequence is WRWKSQVTI. The MHC is HLA-B58:01 with pseudo-sequence HLA-B58:01. The binding affinity (normalized) is 0.0847. (3) The peptide sequence is DVWEQWWTDYW. The MHC is Mamu-B52 with pseudo-sequence Mamu-B52. The binding affinity (normalized) is 0.648. (4) The peptide sequence is TVFKGFVNK. The MHC is HLA-A02:01 with pseudo-sequence HLA-A02:01. The binding affinity (normalized) is 0.0847. (5) The peptide sequence is ALWEIQQVV. The MHC is HLA-B15:01 with pseudo-sequence HLA-B15:01. The binding affinity (normalized) is 0.374. (6) The peptide sequence is ILNFVAHVY. The binding affinity (normalized) is 1.00. The MHC is HLA-A30:02 with pseudo-sequence HLA-A30:02. (7) The binding affinity (normalized) is 0. The peptide sequence is SVRDRLARL. The MHC is HLA-B58:01 with pseudo-sequence HLA-B58:01. (8) The peptide sequence is LYRGGLEPI. The MHC is H-2-Kd with pseudo-sequence H-2-Kd. The binding affinity (normalized) is 0.909. (9) The binding affinity (normalized) is 0.0847. The peptide sequence is KHDFIDNPL. The MHC is HLA-A02:11 with pseudo-sequence HLA-A02:11. (10) The binding affinity (normalized) is 0.226. The MHC is H-2-Kb with pseudo-sequence H-2-Kb. The peptide sequence is AFYTTGEII.